From a dataset of Full USPTO retrosynthesis dataset with 1.9M reactions from patents (1976-2016). Predict the reactants needed to synthesize the given product. (1) Given the product [NH2:21][C:19]1[CH:18]=[CH:17][C:15]2[S:16][C:7]3[C:8](=[N:9][CH:10]=[C:11]([C:12]#[N:13])[C:6]=3[NH:5][C:4]3[CH:24]=[CH:25][CH:26]=[C:2]([Br:1])[CH:3]=3)[C:14]=2[CH:20]=1, predict the reactants needed to synthesize it. The reactants are: [Br:1][C:2]1[CH:3]=[C:4]([CH:24]=[CH:25][CH:26]=1)[NH:5][C:6]1[C:11]([C:12]#[N:13])=[CH:10][N:9]=[C:8]2[C:14]3[CH:20]=[C:19]([N+:21]([O-])=O)[CH:18]=[CH:17][C:15]=3[S:16][C:7]=12.[Cl-].[NH4+]. (2) Given the product [CH:1]1([CH2:4][O:5][C:10]2[C:11]3[CH2:22][CH2:21][CH2:20][C:12]=3[C:13]3[N:14]([C:16]([NH2:19])=[N:17][N:18]=3)[N:15]=2)[CH2:3][CH2:2]1, predict the reactants needed to synthesize it. The reactants are: [CH:1]1([CH2:4][OH:5])[CH2:3][CH2:2]1.[H-].[Na+].Br.Cl[C:10]1[C:11]2[CH2:22][CH2:21][CH2:20][C:12]=2[C:13]2[N:14]([C:16]([NH2:19])=[N:17][N:18]=2)[N:15]=1.O. (3) The reactants are: [Cl:1][C:2]1[CH:3]=[C:4]([CH2:8][CH2:9][NH2:10])[CH:5]=[CH:6][CH:7]=1.[OH:11][C:12]1[CH:13]=[C:14]([CH:17]=[CH:18][CH:19]=1)[CH:15]=O.[BH4-].[Na+].O. Given the product [Cl:1][C:2]1[CH:3]=[C:4]([CH2:8][CH2:9][NH:10][CH2:15][C:14]2[CH:17]=[CH:18][CH:19]=[C:12]([OH:11])[CH:13]=2)[CH:5]=[CH:6][CH:7]=1, predict the reactants needed to synthesize it. (4) Given the product [N:13]1[CH:12]=[N:11][N:8]2[CH:9]=[CH:10][C:5]([C:3]([OH:4])=[O:2])=[CH:6][C:7]=12, predict the reactants needed to synthesize it. The reactants are: C[O:2][C:3]([C:5]1[CH:10]=[CH:9][N:8]2[N:11]=[CH:12][N:13]=[C:7]2[CH:6]=1)=[O:4].[Li+].[OH-].Cl. (5) The reactants are: F[C:2]1[CH:9]=[CH:8][CH:7]=[CH:6][C:3]=1[C:4]#[N:5].[CH3:10][S:11][C:12]1[CH:17]=[CH:16][C:15]([OH:18])=[CH:14][CH:13]=1.C([O-])([O-])=O.[K+].[K+]. Given the product [CH3:10][S:11][C:12]1[CH:17]=[CH:16][C:15]([O:18][C:2]2[CH:9]=[CH:8][CH:7]=[CH:6][C:3]=2[C:4]#[N:5])=[CH:14][CH:13]=1, predict the reactants needed to synthesize it. (6) Given the product [NH2:1][C:2]1[N:3]=[CH:4][C:5]([C:12]2[CH:13]=[N:14][N:15]([CH:17]3[CH2:22][CH2:21][N:20]([C:23](=[O:25])[CH3:24])[CH2:19][CH2:18]3)[CH:16]=2)=[C:6]2[CH:10]=[C:9]([C:35]3[C:36]4[C:37](=[CH:38][N:39]=[CH:40][CH:41]=4)[NH:33][CH:34]=3)[O:8][C:7]=12, predict the reactants needed to synthesize it. The reactants are: [NH2:1][C:2]1[N:3]=[CH:4][C:5]([C:12]2[CH:13]=[N:14][N:15]([CH:17]3[CH2:22][CH2:21][N:20]([C:23](=[O:25])[CH3:24])[CH2:19][CH2:18]3)[CH:16]=2)=[C:6]2[CH:10]=[C:9](Cl)[O:8][C:7]=12.C(OC([N:33]1[C:37]2=[CH:38][N:39]=[CH:40][CH:41]=[C:36]2[C:35](B(O)O)=[CH:34]1)=O)(C)(C)C.C([O-])([O-])=O.[Na+].[Na+]. (7) Given the product [O:42]=[C:43]([C@H:49]([CH3:65])[C@@H:50]([O:56][C:57]([O:59][CH2:60][C:61]([Cl:62])([Cl:63])[Cl:64])=[O:58])[C@@H:51]([CH3:55])[CH2:52][CH:53]=[CH2:54])[C:44]([CH3:48])([CH3:47])[C@@H:45]([OH:46])[C@H:2]([CH3:3])[C:1]([N:5]1[C@@H:9]([CH2:10][C:11]2[CH:16]=[CH:15][CH:14]=[CH:13][CH:12]=2)[CH2:8][O:7][C:6]1=[O:17])=[O:4], predict the reactants needed to synthesize it. The reactants are: [C:1]([N:5]1[C@@H:9]([CH2:10][C:11]2[CH:16]=[CH:15][CH:14]=[CH:13][CH:12]=2)[CH2:8][O:7][C:6]1=[O:17])(=[O:4])[CH2:2][CH3:3].[O-]S(C(F)(F)F)(=O)=O.C([B+]CCCC)CCC.C(N(CC)CC)C.[O:42]=[C:43]([C@H:49]([CH3:65])[C@@H:50]([O:56][C:57]([O:59][CH2:60][C:61]([Cl:64])([Cl:63])[Cl:62])=[O:58])[C@@H:51]([CH3:55])[CH2:52][CH:53]=[CH2:54])[C:44]([CH3:48])([CH3:47])[CH:45]=[O:46]. (8) Given the product [OH:24][CH:17]([CH2:18][CH:3]([CH3:5])[CH3:2])[C:20]([OH:22])=[O:21], predict the reactants needed to synthesize it. The reactants are: O=[CH:2][C@@H:3]([C@H:5]([C@@H]([C@@H](CO)O)O)O)O.[Na+].[Cl-].Cl.N[C@H:17]([C:20]([OH:22])=[O:21])[CH2:18]S.C(=O)([O-])[O-:24].[Ca+2]. (9) Given the product [CH3:3][O:4][C:5]1[N:10]=[C:9]([CH2:11][CH2:12][OH:13])[CH:8]=[CH:7][CH:6]=1, predict the reactants needed to synthesize it. The reactants are: [BH4-].[Na+].[CH3:3][O:4][C:5]1[N:10]=[C:9]([CH2:11][C:12](OCC)=[O:13])[CH:8]=[CH:7][CH:6]=1.